Dataset: Forward reaction prediction with 1.9M reactions from USPTO patents (1976-2016). Task: Predict the product of the given reaction. (1) The product is: [C:4]([O:3][C:1](=[O:2])[NH:8][CH:9]([CH2:10][C:11]1[C:19]2[C:14](=[CH:15][CH:16]=[CH:17][CH:18]=2)[NH:13][CH:12]=1)[C:20]([N:40]1[CH2:39][CH2:38][NH:37][CH:36]([CH3:35])[CH2:41]1)=[O:22])([CH3:5])([CH3:6])[CH3:7]. Given the reactants [C:1]([NH:8][C@H:9]([C:20]([OH:22])=O)[CH2:10][C:11]1[C:19]2[C:14](=[CH:15][CH:16]=[CH:17][CH:18]=2)[NH:13][CH:12]=1)([O:3][C:4]([CH3:7])([CH3:6])[CH3:5])=[O:2].C(N1C=CN=C1)(N1C=CN=C1)=O.[CH3:35][CH:36]1[CH2:41][NH:40][CH2:39][CH2:38][NH:37]1.ClCCCl, predict the reaction product. (2) Given the reactants [O:1]1[C:5]2[CH:6]=[CH:7][CH:8]=[C:9](C3CCNCC3)[C:4]=2[CH:3]=[CH:2]1.[C:16]([O:20][C:21](=[O:32])[NH:22][C@H:23]1[CH2:28][CH2:27][C@H:26]([CH2:29][CH:30]=O)[CH2:25][CH2:24]1)([CH3:19])([CH3:18])[CH3:17].C([N:35]([CH2:38][CH3:39])[CH2:36][CH3:37])C.[C:40](=O)(O)[O-].[Na+], predict the reaction product. The product is: [C:16]([O:20][C:21](=[O:32])[NH:22][C@H:23]1[CH2:28][CH2:27][C@H:26]([CH2:29][CH2:30][N:35]2[CH2:36][CH2:37][CH2:40][CH2:39][CH:38]2[C:7]2[CH:6]=[CH:5][O:1][C:2]3[C:8]=2[CH:9]=[CH:4][CH:3]=3)[CH2:25][CH2:24]1)([CH3:19])([CH3:18])[CH3:17]. (3) Given the reactants [C:1]([CH2:6][S:7][C:8]1[S:9][CH:10]=[CH:11][C:12]=1[CH:13]=O)([O:3][CH2:4][CH3:5])=[O:2].C1CCN2C(=NCCC2)CC1, predict the reaction product. The product is: [S:7]1[C:8]2[S:9][CH:10]=[CH:11][C:12]=2[CH:13]=[C:6]1[C:1]([O:3][CH2:4][CH3:5])=[O:2].